This data is from Reaction yield outcomes from USPTO patents with 853,638 reactions. The task is: Predict the reaction yield, written as a fraction of the theoretical maximum amount of product (1.0 means a 100% yield; for example, 0.34 means a 34% yield). (1) The reactants are [N+:1]([C:4]1[CH:5]=[C:6]2[C:10](=[CH:11][CH:12]=1)[NH:9][C:8]([C:13]1[CH:18]=[CH:17][CH:16]=[CH:15][N:14]=1)=[CH:7]2)([O-])=O.Cl[Sn]Cl.O. The catalyst is CCO. The product is [N:14]1[CH:15]=[CH:16][CH:17]=[CH:18][C:13]=1[C:8]1[NH:9][C:10]2[C:6]([CH:7]=1)=[CH:5][C:4]([NH2:1])=[CH:12][CH:11]=2. The yield is 0.200. (2) The reactants are [NH2:1][C:2]1[S:3][C:4]([CH2:12][N:13]2[CH2:18][CH2:17][O:16][CH2:15][CH2:14]2)=[C:5]([C:7]2[O:8][CH:9]=[CH:10][CH:11]=2)[N:6]=1.Cl.[C:20](Cl)(=[O:27])[C:21]1[CH:26]=[CH:25][CH:24]=[N:23][CH:22]=1.C(N(CC)CC)C.C(=O)([O-])O.[Na+]. The catalyst is CN(C=O)C. The product is [O:8]1[CH:9]=[CH:10][CH:11]=[C:7]1[C:5]1[N:6]=[C:2]([NH:1][C:20]([C:21]2[CH:22]=[N:23][CH:24]=[CH:25][CH:26]=2)=[O:27])[S:3][C:4]=1[CH2:12][N:13]1[CH2:14][CH2:15][O:16][CH2:17][CH2:18]1. The yield is 0.230.